Dataset: NCI-60 drug combinations with 297,098 pairs across 59 cell lines. Task: Regression. Given two drug SMILES strings and cell line genomic features, predict the synergy score measuring deviation from expected non-interaction effect. (1) Drug 1: CCC1=CC2CC(C3=C(CN(C2)C1)C4=CC=CC=C4N3)(C5=C(C=C6C(=C5)C78CCN9C7C(C=CC9)(C(C(C8N6C)(C(=O)OC)O)OC(=O)C)CC)OC)C(=O)OC.C(C(C(=O)O)O)(C(=O)O)O. Drug 2: C1=CC=C(C(=C1)C(C2=CC=C(C=C2)Cl)C(Cl)Cl)Cl. Cell line: NCI-H322M. Synergy scores: CSS=33.5, Synergy_ZIP=2.34, Synergy_Bliss=5.34, Synergy_Loewe=-33.1, Synergy_HSA=5.08. (2) Drug 1: CC(C1=C(C=CC(=C1Cl)F)Cl)OC2=C(N=CC(=C2)C3=CN(N=C3)C4CCNCC4)N. Drug 2: C1CC(=O)NC(=O)C1N2CC3=C(C2=O)C=CC=C3N. Cell line: NCI-H460. Synergy scores: CSS=1.13, Synergy_ZIP=0.387, Synergy_Bliss=3.18, Synergy_Loewe=-0.322, Synergy_HSA=3.99. (3) Drug 1: COC1=C(C=C2C(=C1)N=CN=C2NC3=CC(=C(C=C3)F)Cl)OCCCN4CCOCC4. Drug 2: CN(C)C1=NC(=NC(=N1)N(C)C)N(C)C. Cell line: SK-MEL-5. Synergy scores: CSS=33.0, Synergy_ZIP=-2.97, Synergy_Bliss=4.09, Synergy_Loewe=-39.8, Synergy_HSA=-0.215.